From a dataset of Catalyst prediction with 721,799 reactions and 888 catalyst types from USPTO. Predict which catalyst facilitates the given reaction. (1) Reactant: [H-].[Na+].[C:3]([O:13][C:14]([CH3:17])([CH3:16])[CH3:15])(=[O:12])[CH2:4][C:5]([O:7][C:8]([CH3:11])([CH3:10])[CH3:9])=[O:6].Br[CH2:19][C:20]1[C:21](=[O:39])[N:22]([CH2:35][CH:36]2[CH2:38][CH2:37]2)[N:23]=[C:24]([C:26]2[CH:31]=[CH:30][C:29]([O:32][CH3:33])=[C:28]([F:34])[CH:27]=2)[CH:25]=1.O. Product: [CH:36]1([CH2:35][N:22]2[C:21](=[O:39])[C:20]([CH2:19][CH:4]([C:5]([O:7][C:8]([CH3:9])([CH3:10])[CH3:11])=[O:6])[C:3]([O:13][C:14]([CH3:17])([CH3:16])[CH3:15])=[O:12])=[CH:25][C:24]([C:26]3[CH:31]=[CH:30][C:29]([O:32][CH3:33])=[C:28]([F:34])[CH:27]=3)=[N:23]2)[CH2:38][CH2:37]1. The catalyst class is: 9. (2) Reactant: [Br:1][C:2]1[CH:3]=[C:4]([CH:6]=[CH:7][CH:8]=1)[NH2:5].[C:9]([C:12]1[CH:17]=[CH:16][CH:15]=[CH:14][CH:13]=1)(=O)[CH3:10]. Product: [Br:1][C:2]1[CH:3]=[C:4]([CH:6]=[CH:7][CH:8]=1)[NH:5][CH:9]([C:12]1[CH:17]=[CH:16][CH:15]=[CH:14][CH:13]=1)[CH3:10]. The catalyst class is: 130.